Dataset: Reaction yield outcomes from USPTO patents with 853,638 reactions. Task: Predict the reaction yield, written as a fraction of the theoretical maximum amount of product (1.0 means a 100% yield; for example, 0.34 means a 34% yield). (1) The reactants are [CH3:1][N:2]([CH2:13][C:14]1[NH:18][C:17]2[CH:19]=[CH:20][CH:21]=[C:22]([C:23]([OH:25])=O)[C:16]=2[N:15]=1)[CH:3]1[C:12]2[N:11]=[CH:10][CH:9]=[CH:8][C:7]=2[CH2:6][CH2:5][CH2:4]1.O=C1N(P(Cl)(N2CCOC2=O)=O)CCO1.[NH2:41][CH2:42][CH2:43][C:44]1[N:48]=[CH:47][NH:46][CH:45]=1.C(N(CC)C(C)C)(C)C. The catalyst is C(#N)C.CN(C)C=O. The product is [NH:46]1[CH:45]=[C:44]([CH2:43][CH2:42][NH:41][C:23]([C:22]2[C:16]3[N:15]=[C:14]([CH2:13][N:2]([CH3:1])[CH:3]4[C:12]5[N:11]=[CH:10][CH:9]=[CH:8][C:7]=5[CH2:6][CH2:5][CH2:4]4)[NH:18][C:17]=3[CH:19]=[CH:20][CH:21]=2)=[O:25])[N:48]=[CH:47]1. The yield is 0.0600. (2) The reactants are [CH:1]1([C:4]2[NH:8][C:7]3[C:9]([C:14]([OH:16])=O)=[CH:10][CH:11]=[C:12]([OH:13])[C:6]=3[N:5]=2)[CH2:3][CH2:2]1.[NH2:17][CH:18]1[CH2:23][CH2:22][CH2:21][N:20](C(OC(C)(C)C)=O)[CH2:19]1. No catalyst specified. The product is [CH:1]1([C:4]2[NH:8][C:7]3[C:9]([C:14]([NH:17][CH:18]4[CH2:23][CH2:22][CH2:21][NH:20][CH2:19]4)=[O:16])=[CH:10][CH:11]=[C:12]([OH:13])[C:6]=3[N:5]=2)[CH2:2][CH2:3]1. The yield is 0.210.